Dataset: Catalyst prediction with 721,799 reactions and 888 catalyst types from USPTO. Task: Predict which catalyst facilitates the given reaction. (1) Reactant: [OH:1][CH:2]1[CH2:7][CH2:6][N:5]([C:8]2[N:13]=[N:12][C:11]([C:14]3[CH:15]=[N:16][CH:17]=[C:18]([CH:24]=3)[C:19]([O:21][CH2:22][CH3:23])=[O:20])=[CH:10][CH:9]=2)[CH2:4][CH2:3]1.[Br:25][C:26]1[CH:31]=[CH:30][C:29]([F:32])=[CH:28][C:27]=1O.N(C(OCC)=O)=NC(OCC)=O.C1(P(C2C=CC=CC=2)C2C=CC=CC=2)C=CC=CC=1. Product: [Br:25][C:26]1[CH:31]=[CH:30][C:29]([F:32])=[CH:28][C:27]=1[O:1][CH:2]1[CH2:7][CH2:6][N:5]([C:8]2[N:13]=[N:12][C:11]([C:14]3[CH:15]=[N:16][CH:17]=[C:18]([CH:24]=3)[C:19]([O:21][CH2:22][CH3:23])=[O:20])=[CH:10][CH:9]=2)[CH2:4][CH2:3]1. The catalyst class is: 1. (2) Reactant: C([O:5][C:6]([C:8]1([N:18]([C:20]([O:22][CH2:23][CH:24]([CH3:26])[CH3:25])=[O:21])[CH3:19])[CH2:17][CH2:16][C:15]2[C:10](=[CH:11][CH:12]=[CH:13][CH:14]=2)[CH2:9]1)=[O:7])(C)(C)C.[O:27]1CCOC[CH2:28]1. Product: [CH2:23]([O:22][C:20]([N:18]([CH3:19])[C:8]1([C:6]([OH:5])=[O:7])[CH2:17][CH2:16][C:15]2[C:10](=[C:11]([O:27][CH3:28])[CH:12]=[CH:13][CH:14]=2)[CH2:9]1)=[O:21])[CH:24]([CH3:25])[CH3:26]. The catalyst class is: 33. (3) Reactant: [OH-].[Na+].[F:3][C:4]([F:23])([F:22])[C:5]1[CH:6]=[C:7]([CH:19]=[CH:20][CH:21]=1)[CH2:8][C:9]1[CH:18]=[CH:17][C:12]([C:13]([O:15]C)=[O:14])=[CH:11][CH:10]=1. Product: [F:3][C:4]([F:22])([F:23])[C:5]1[CH:6]=[C:7]([CH:19]=[CH:20][CH:21]=1)[CH2:8][C:9]1[CH:18]=[CH:17][C:12]([C:13]([OH:15])=[O:14])=[CH:11][CH:10]=1. The catalyst class is: 14. (4) Reactant: N#N.Cl.Cl.[Br:5][C:6]1[CH:11]=[CH:10][C:9]([CH2:12][C@H:13]([C:15]2[NH:19][C:18]3[CH:20]=[C:21]([Cl:24])[CH:22]=[CH:23][C:17]=3[N:16]=2)[NH2:14])=[CH:8][CH:7]=1.[OH-].[Na+]. Product: [Br:5][C:6]1[CH:11]=[CH:10][C:9]([CH2:12][C@H:13]([C:15]2[NH:19][C:18]3[CH:20]=[C:21]([Cl:24])[CH:22]=[CH:23][C:17]=3[N:16]=2)[NH2:14])=[CH:8][CH:7]=1. The catalyst class is: 2. (5) Reactant: [C:1]1([SH:7])[CH:6]=[CH:5][CH:4]=[CH:3][CH:2]=1.Br[CH2:9][CH2:10][CH2:11][Cl:12].C1COCC1. Product: [Cl:12][CH2:11][CH2:10][CH2:9][S:7][C:1]1[CH:6]=[CH:5][CH:4]=[CH:3][CH:2]=1. The catalyst class is: 6.